This data is from Full USPTO retrosynthesis dataset with 1.9M reactions from patents (1976-2016). The task is: Predict the reactants needed to synthesize the given product. (1) Given the product [CH:1]1([O:6][C:7]2[CH:14]=[CH:13][C:10]3[CH2:18][O:19][B:15]([OH:16])[C:9]=3[CH:8]=2)[CH2:2][CH2:3][CH2:4][CH2:5]1, predict the reactants needed to synthesize it. The reactants are: [CH:1]1([O:6][C:7]2[CH:14]=[CH:13][C:10](C=O)=[C:9]([B:15]3[O:19][C:18](C)(C)C(C)(C)[O:16]3)[CH:8]=2)[CH2:5][CH2:4][CH2:3][CH2:2]1.[BH4-].[Na+]. (2) Given the product [C:17]([N:11]1[CH2:16][CH2:15][N:14]([C:4]2[CH:3]=[C:2]([Cl:1])[CH:9]=[CH:8][C:5]=2[CH:6]=[O:7])[CH2:13][CH2:12]1)(=[O:19])[CH3:18], predict the reactants needed to synthesize it. The reactants are: [Cl:1][C:2]1[CH:9]=[CH:8][C:5]([CH:6]=[O:7])=[C:4](F)[CH:3]=1.[N:11]1([C:17](=[O:19])[CH3:18])[CH2:16][CH2:15][NH:14][CH2:13][CH2:12]1.C(=O)([O-])[O-].[K+].[K+].CS(C)=O.